From a dataset of NCI-60 drug combinations with 297,098 pairs across 59 cell lines. Regression. Given two drug SMILES strings and cell line genomic features, predict the synergy score measuring deviation from expected non-interaction effect. (1) Drug 1: COC1=CC(=CC(=C1O)OC)C2C3C(COC3=O)C(C4=CC5=C(C=C24)OCO5)OC6C(C(C7C(O6)COC(O7)C8=CC=CS8)O)O. Synergy scores: CSS=26.3, Synergy_ZIP=-9.52, Synergy_Bliss=-9.36, Synergy_Loewe=-7.75, Synergy_HSA=-5.30. Cell line: KM12. Drug 2: CC1=C(C(=O)C2=C(C1=O)N3CC4C(C3(C2COC(=O)N)OC)N4)N. (2) Drug 1: CC1CCC2CC(C(=CC=CC=CC(CC(C(=O)C(C(C(=CC(C(=O)CC(OC(=O)C3CCCCN3C(=O)C(=O)C1(O2)O)C(C)CC4CCC(C(C4)OC)O)C)C)O)OC)C)C)C)OC. Drug 2: CCCCC(=O)OCC(=O)C1(CC(C2=C(C1)C(=C3C(=C2O)C(=O)C4=C(C3=O)C=CC=C4OC)O)OC5CC(C(C(O5)C)O)NC(=O)C(F)(F)F)O. Cell line: SF-268. Synergy scores: CSS=43.0, Synergy_ZIP=-1.45, Synergy_Bliss=-5.25, Synergy_Loewe=-3.86, Synergy_HSA=-4.22. (3) Drug 1: CN1CCC(CC1)COC2=C(C=C3C(=C2)N=CN=C3NC4=C(C=C(C=C4)Br)F)OC. Drug 2: CCC1=CC2CC(C3=C(CN(C2)C1)C4=CC=CC=C4N3)(C5=C(C=C6C(=C5)C78CCN9C7C(C=CC9)(C(C(C8N6C)(C(=O)OC)O)OC(=O)C)CC)OC)C(=O)OC.C(C(C(=O)O)O)(C(=O)O)O. Cell line: SF-539. Synergy scores: CSS=42.6, Synergy_ZIP=0.931, Synergy_Bliss=2.40, Synergy_Loewe=1.01, Synergy_HSA=3.86. (4) Drug 1: C1C(C(OC1N2C=NC3=C2NC=NCC3O)CO)O. Drug 2: CC12CCC3C(C1CCC2OP(=O)(O)O)CCC4=C3C=CC(=C4)OC(=O)N(CCCl)CCCl.[Na+]. Cell line: SR. Synergy scores: CSS=18.9, Synergy_ZIP=-12.1, Synergy_Bliss=-5.66, Synergy_Loewe=-7.11, Synergy_HSA=-4.59.